Predict the reactants needed to synthesize the given product. From a dataset of Full USPTO retrosynthesis dataset with 1.9M reactions from patents (1976-2016). (1) Given the product [N+:1]([C:4]1[CH:5]=[CH:6][C:7]([NH:10][N:11]=[CH:18][C:17]2[CH:20]=[C:21]([OH:22])[C:14]([OH:13])=[CH:15][CH:16]=2)=[CH:8][CH:9]=1)([O-:3])=[O:2], predict the reactants needed to synthesize it. The reactants are: [N+:1]([C:4]1[CH:9]=[CH:8][C:7]([NH:10][NH2:11])=[CH:6][CH:5]=1)([O-:3])=[O:2].O.[OH:13][C:14]1[C:21]([OH:22])=[CH:20][C:17]([CH:18]=O)=[CH:16][CH:15]=1. (2) Given the product [C:32]([CH2:31][NH:20][C:18]1[N:19]=[C:6]2[N:5]([C:34]3[CH:39]=[CH:38][CH:37]=[C:36]([C:40]([F:42])([F:41])[F:43])[CH:35]=3)[C:4]([CH3:44])=[C:3]([C:1]#[N:2])[C@@H:8]([C:9]3[CH:14]=[CH:13][C:12]([C:15]#[N:16])=[CH:11][CH:10]=3)[N:7]2[N:17]=1)#[N:33], predict the reactants needed to synthesize it. The reactants are: [C:1]([C:3]1[C@@H:8]([C:9]2[CH:14]=[CH:13][C:12]([C:15]#[N:16])=[CH:11][CH:10]=2)[N:7]2[N:17]=[C:18]([N:20]([CH2:31][C:32]#[N:33])C(=O)OCC3C=CC=CC=3)[N:19]=[C:6]2[N:5]([C:34]2[CH:39]=[CH:38][CH:37]=[C:36]([C:40]([F:43])([F:42])[F:41])[CH:35]=2)[C:4]=1[CH3:44])#[N:2]. (3) Given the product [CH3:28][C:22]1([CH3:29])[C:21]2[C:26](=[CH:27][C:18]([CH:12]([CH2:13][CH2:14][CH2:15][CH2:16][CH3:17])[CH2:11][O:10][C:7]3[CH:6]=[CH:5][C:4]([C:3]([OH:30])=[O:2])=[CH:9][CH:8]=3)=[CH:19][CH:20]=2)[S:25][CH2:24][CH2:23]1, predict the reactants needed to synthesize it. The reactants are: C[O:2][C:3](=[O:30])[C:4]1[CH:9]=[CH:8][C:7]([O:10][CH2:11][CH:12]([C:18]2[CH:27]=[C:26]3[C:21]([C:22]([CH3:29])([CH3:28])[CH2:23][CH2:24][S:25]3)=[CH:20][CH:19]=2)[CH2:13][CH2:14][CH2:15][CH2:16][CH3:17])=[CH:6][CH:5]=1.[OH-].[K+].C1COCC1.Cl.